This data is from Catalyst prediction with 721,799 reactions and 888 catalyst types from USPTO. The task is: Predict which catalyst facilitates the given reaction. (1) Reactant: C(NC(C)C)(C)C.[Li]CCCC.[CH3:13][N:14]([CH2:16][CH:17]1[CH:22]2[CH2:23][CH:19]([CH2:20][CH2:21]2)[C:18]1=[O:24])[CH3:15].C1C=CC(N([S:32]([C:35]([F:38])([F:37])[F:36])(=[O:34])=[O:33])[S:32]([C:35]([F:38])([F:37])[F:36])(=[O:34])=[O:33])=CC=1. Product: [CH3:15][N:14]([CH2:16][C:17]1[CH:22]2[CH2:23][CH:19]([CH2:20][CH2:21]2)[C:18]=1[O:24][S:32]([C:35]([F:38])([F:37])[F:36])(=[O:34])=[O:33])[CH3:13]. The catalyst class is: 1. (2) Reactant: [CH3:1][O:2][C:3]([CH:5]1[CH2:10][CH2:9][N:8]([C:11]2[CH:16]=[C:15](Cl)[N:14]=[C:13]([O:18][CH3:19])[N:12]=2)[CH2:7][CH2:6]1)=[O:4].[Cl:20][C:21]1[CH:26]=[C:25]([Cl:27])[CH:24]=[CH:23][C:22]=1[CH2:28][CH2:29][NH2:30].C(=O)(O)[O-].[Na+].CN1CCCC1=O. Product: [CH3:1][O:2][C:3]([CH:5]1[CH2:10][CH2:9][N:8]([C:11]2[CH:16]=[C:15]([NH:30][CH2:29][CH2:28][C:22]3[CH:23]=[CH:24][C:25]([Cl:27])=[CH:26][C:21]=3[Cl:20])[N:14]=[C:13]([O:18][CH3:19])[N:12]=2)[CH2:7][CH2:6]1)=[O:4]. The catalyst class is: 6.